Dataset: Forward reaction prediction with 1.9M reactions from USPTO patents (1976-2016). Task: Predict the product of the given reaction. Given the reactants [C:1]([C:3]1[CH:8]=[CH:7][C:6]([C:9]2[N:14]=[C:13]([NH:15][CH3:16])[N:12]=[C:11]([N:17]3[C@H:22]([CH3:23])[CH2:21][O:20][C@H:19]([C:24]([OH:26])=O)[CH2:18]3)[CH:10]=2)=[CH:5][C:4]=1[F:27])#[N:2].CN(C(ON1N=NC2C=CC=NC1=2)=[N+](C)C)C.F[P-](F)(F)(F)(F)F.CCN(C(C)C)C(C)C.[CH2:61]([NH2:68])[C:62]1[CH:67]=[CH:66][CH:65]=[CH:64][CH:63]=1, predict the reaction product. The product is: [C:1]([C:3]1[CH:8]=[CH:7][C:6]([C:9]2[N:14]=[C:13]([NH:15][CH3:16])[N:12]=[C:11]([N:17]3[C@H:22]([CH3:23])[CH2:21][O:20][C@H:19]([C:24]([NH:68][CH2:61][C:62]4[CH:67]=[CH:66][CH:65]=[CH:64][CH:63]=4)=[O:26])[CH2:18]3)[CH:10]=2)=[CH:5][C:4]=1[F:27])#[N:2].